From a dataset of Reaction yield outcomes from USPTO patents with 853,638 reactions. Predict the reaction yield, written as a fraction of the theoretical maximum amount of product (1.0 means a 100% yield; for example, 0.34 means a 34% yield). (1) The reactants are [CH2:1]([S:8][CH:9]([CH:19](OC)[O:20]C)[CH2:10][NH:11][C:12](=[O:18])[O:13][C:14]([CH3:17])([CH3:16])[CH3:15])[C:2]1[CH:7]=[CH:6][CH:5]=[CH:4][CH:3]=1.C(O)(=O)C. The catalyst is O1CCCC1.O. The product is [CH2:1]([S:8][CH:9]([CH:19]=[O:20])[CH2:10][NH:11][C:12](=[O:18])[O:13][C:14]([CH3:17])([CH3:15])[CH3:16])[C:2]1[CH:3]=[CH:4][CH:5]=[CH:6][CH:7]=1. The yield is 0.660. (2) The reactants are [F:1][C:2]1[CH:10]=[C:9]2[C:5]([C:6]([CH:11]=[O:12])=[N:7][NH:8]2)=[CH:4][CH:3]=1.[C:13](=O)([O-])[O-].[Cs+].[Cs+].CI.O. The catalyst is CS(C)=O. The product is [F:1][C:2]1[CH:10]=[C:9]2[C:5]([C:6]([CH:11]=[O:12])=[N:7][N:8]2[CH3:13])=[CH:4][CH:3]=1. The yield is 0.650. (3) The reactants are [OH-].[K+].[NH:3]1[C:11]2[C:6](=[CH:7][C:8]([C:12]([OH:14])=[O:13])=[CH:9][CH:10]=2)[CH:5]=[CH:4]1.O=[C:16]1[CH2:21][CH2:20][N:19]([C:22]([O:24][C:25]([CH3:28])([CH3:27])[CH3:26])=[O:23])[CH2:18][CH2:17]1. The catalyst is CO. The product is [C:25]([O:24][C:22]([N:19]1[CH2:18][CH:17]=[C:16]([C:5]2[C:6]3[C:11](=[CH:10][CH:9]=[C:8]([C:12]([OH:14])=[O:13])[CH:7]=3)[NH:3][CH:4]=2)[CH2:21][CH2:20]1)=[O:23])([CH3:28])([CH3:26])[CH3:27]. The yield is 0.713.